This data is from Forward reaction prediction with 1.9M reactions from USPTO patents (1976-2016). The task is: Predict the product of the given reaction. (1) Given the reactants [Cl:1][C:2]1[CH:3]=[C:4]([C:12]2[O:16][N:15]=[C:14]([CH:17]([OH:27])[CH2:18][C:19]3[CH:26]=[CH:25][C:22]([CH:23]=O)=[CH:21][CH:20]=3)[CH:13]=2)[CH:5]=[CH:6][C:7]=1[O:8][CH:9]([CH3:11])[CH3:10].[NH:28]1[CH2:31][CH:30]([C:32]([OH:34])=[O:33])[CH2:29]1.C(O)(=O)C.C([BH3-])#N, predict the reaction product. The product is: [Cl:1][C:2]1[CH:3]=[C:4]([C:12]2[O:16][N:15]=[C:14]([CH:17]([OH:27])[CH2:18][C:19]3[CH:20]=[CH:21][C:22]([CH2:23][N:28]4[CH2:31][CH:30]([C:32]([OH:34])=[O:33])[CH2:29]4)=[CH:25][CH:26]=3)[CH:13]=2)[CH:5]=[CH:6][C:7]=1[O:8][CH:9]([CH3:11])[CH3:10]. (2) Given the reactants [NH2:1][C:2]1([C:8]([OH:10])=[O:9])[CH2:7][CH2:6][CH2:5][CH2:4][CH2:3]1.[C:11](Cl)([O:13][CH2:14][CH:15]1[C:27]2[C:22](=[CH:23][CH:24]=[CH:25][CH:26]=2)[C:21]2[C:16]1=[CH:17][CH:18]=[CH:19][CH:20]=2)=[O:12].C(N(C(C)C)CC)(C)C.[OH-].[Na+], predict the reaction product. The product is: [C:11]([CH:3]1[CH2:4][CH2:5][CH2:6][CH2:7][C:2]1([NH2:1])[C:8]([OH:10])=[O:9])([O:13][CH2:14][CH:15]1[C:16]2[C:21](=[CH:20][CH:19]=[CH:18][CH:17]=2)[C:22]2[C:27]1=[CH:26][CH:25]=[CH:24][CH:23]=2)=[O:12]. (3) Given the reactants [Si](O[CH2:9][C:10]1[CH:19]=[CH:18][C:13]([C:14]([O:16][CH3:17])=[O:15])=[CH:12][C:11]=1[N:20]([CH:22]=[O:23])[CH3:21])(C(C)(C)C)(C)C.C(N(CC)CC)C.CS(Cl)(=O)=O.[CH2:36]([O:40][C:41]1[N:49]=[C:48]2[C:44]([N:45]=[C:46]([O:57][CH3:58])[N:47]2[CH2:50][CH:51]2[CH2:56][CH2:55][CH2:54][NH:53][CH2:52]2)=[C:43]([NH2:59])[N:42]=1)[CH2:37][CH2:38][CH3:39].C(=O)([O-])[O-].[K+].[K+], predict the reaction product. The product is: [NH2:59][C:43]1[N:42]=[C:41]([O:40][CH2:36][CH2:37][CH2:38][CH3:39])[N:49]=[C:48]2[C:44]=1[N:45]=[C:46]([O:57][CH3:58])[N:47]2[CH2:50][CH:51]1[CH2:56][CH2:55][CH2:54][N:53]([CH2:9][C:10]2[CH:19]=[CH:18][C:13]([C:14]([O:16][CH3:17])=[O:15])=[CH:12][C:11]=2[N:20]([CH:22]=[O:23])[CH3:21])[CH2:52]1. (4) Given the reactants [F:1][C:2]1[CH:3]=[C:4]([OH:11])[CH:5]=[C:6]([F:10])[C:7]=1[CH2:8][OH:9].[CH3:12][O:13][CH2:14][CH2:15]Br, predict the reaction product. The product is: [F:1][C:2]1[CH:3]=[C:4]([O:11][CH2:15][CH2:14][O:13][CH3:12])[CH:5]=[C:6]([F:10])[C:7]=1[CH2:8][OH:9]. (5) Given the reactants [CH:1]([C:4]1[N:5]=[C:6]([NH2:9])[S:7][CH:8]=1)([CH3:3])[CH3:2].C(O)(=O)C.[I:14]Cl, predict the reaction product. The product is: [I:14][C:8]1[S:7][C:6]([NH2:9])=[N:5][C:4]=1[CH:1]([CH3:3])[CH3:2]. (6) Given the reactants [CH3:1][N:2]([CH3:27])[C:3]1[CH:8]=[CH:7][C:6]([CH:9]([C:19]2[CH:24]=[C:23]([CH3:25])[CH:22]=[C:21]([CH3:26])[CH:20]=2)[CH2:10][C:11]([C:13]2[CH:18]=[CH:17][N:16]=[CH:15][CH:14]=2)=O)=[CH:5][CH:4]=1.Cl.[NH2:29][OH:30].C([O-])(O)=O.[Na+], predict the reaction product. The product is: [CH3:1][N:2]([CH3:27])[C:3]1[CH:8]=[CH:7][C:6]([CH:9]([C:19]2[CH:24]=[C:23]([CH3:25])[CH:22]=[C:21]([CH3:26])[CH:20]=2)[CH2:10][C:11]([C:13]2[CH:18]=[CH:17][N:16]=[CH:15][CH:14]=2)=[N:29][OH:30])=[CH:5][CH:4]=1. (7) Given the reactants [C:1]([O:4]CC)(=[O:3])[CH3:2].[CH3:7][CH2:8][CH2:9][CH2:10][CH2:11]C, predict the reaction product. The product is: [C:1]([OH:4])(=[O:3])[C:2]1[CH:11]=[CH:10][CH:9]=[CH:8][CH:7]=1.